From a dataset of Catalyst prediction with 721,799 reactions and 888 catalyst types from USPTO. Predict which catalyst facilitates the given reaction. (1) Reactant: [Br:1][C:2]1[C:10]2[C:6](=[N:7]S[N:9]=2)[C:5]([Br:11])=[CH:4][C:3]=1[F:12]. Product: [NH2:7][C:6]1[C:5]([Br:11])=[CH:4][C:3]([F:12])=[C:2]([Br:1])[C:10]=1[NH2:9]. The catalyst class is: 8. (2) Reactant: C(N(CC1C=CC=CC=1)[C:9]1([CH2:14][NH:15][C:16]2[C:25]3[C:20](=CC=C(C)[CH:24]=3)[N:19]=[C:18]([N:27]3[CH2:33][C:32]4[CH:34]=[CH:35][CH:36]=[CH:37][C:31]=4[S:30](=[O:39])(=[O:38])[CH2:29][CH2:28]3)[CH:17]=2)CCOC1)C1C=CC=CC=1.[OH:47][C@@H:48]1[CH2:52][NH:51][CH2:50][C@H:49]1[NH:53][C:54](=[O:60])[O:55][C:56]([CH3:59])([CH3:58])[CH3:57].C1(P(C2CCCCC2)C2C=CC=CC=2C2C=CC=CC=2N(C)C)CCCCC1.CC(C)([O-])C.[Na+]. Product: [O:38]=[S:30]1(=[O:39])[C:31]2[CH:37]=[CH:36][CH:35]=[CH:34][C:32]=2[CH2:33][N:27]([C:18]2[CH:17]=[C:24]([N:51]3[CH2:50][C@@H:49]([NH:53][C:54]([O:55][C:56]([CH3:57])([CH3:59])[CH3:58])=[O:60])[C@H:48]([OH:47])[CH2:52]3)[C:25]3[C:20](=[CH:9][CH:14]=[N:15][CH:16]=3)[N:19]=2)[CH2:28][CH2:29]1. The catalyst class is: 12. (3) Reactant: C[O:2][C:3](=[O:32])[CH2:4][N:5]1[C:13]2[C:8](=[CH:9][C:10]([S:14][CH2:15][C:16]3[S:20][C:19]([C:21]4[CH:26]=[CH:25][C:24]([C:27]([F:30])([F:29])[F:28])=[CH:23][CH:22]=4)=[N:18][C:17]=3[CH3:31])=[CH:11][CH:12]=2)[CH2:7][CH2:6]1.COC(=O)CN1C2C(=CC(S)=CC=2)CC1.COC(=O)CN1C2C(=CC(SCC3SC(C4C=CC(C(F)(F)F)=CC=4)=NC=3C)=CC=2)C=C1.ClC1C(=O)C(=O)C(Cl)=C(Cl)C=1Cl. Product: [CH3:31][C:17]1[N:18]=[C:19]([C:21]2[CH:22]=[CH:23][C:24]([C:27]([F:30])([F:28])[F:29])=[CH:25][CH:26]=2)[S:20][C:16]=1[CH2:15][S:14][C:10]1[CH:9]=[C:8]2[C:13](=[CH:12][CH:11]=1)[N:5]([CH2:4][C:3]([OH:32])=[O:2])[CH:6]=[CH:7]2. The catalyst class is: 28. (4) Reactant: [Li]CCCC.[CH3:6][N:7]1[CH:11]=[N:10][C:9]([C:12]2[CH:17]=[CH:16][CH:15]=[CH:14][CH:13]=2)=[N:8]1.CN([CH:21]=[O:22])C.O. Product: [CH3:6][N:7]1[C:11]([CH:21]=[O:22])=[N:10][C:9]([C:12]2[CH:13]=[CH:14][CH:15]=[CH:16][CH:17]=2)=[N:8]1. The catalyst class is: 1. (5) Reactant: C([O:5][C:6](=[O:55])[C@@H:7]([NH:34][C:35](=[O:54])[NH:36][C@@H:37]([CH2:45][CH2:46][C:47]([O:49]C(C)(C)C)=[O:48])[C:38]([O:40]C(C)(C)C)=[O:39])[CH2:8][CH2:9][CH2:10][CH2:11][NH:12][C:13](=[O:33])[CH2:14][N:15]1[CH:19]=[C:18]([Sn](CCCC)(CCCC)CCCC)[N:17]=[N:16]1)(C)(C)C.[I:56]I. Product: [C:6]([C@@H:7]([NH:34][C:35](=[O:54])[NH:36][C@@H:37]([CH2:45][CH2:46][C:47]([OH:49])=[O:48])[C:38]([OH:40])=[O:39])[CH2:8][CH2:9][CH2:10][CH2:11][NH:12][C:13](=[O:33])[CH2:14][N:15]1[CH:19]=[C:18]([I:56])[N:17]=[N:16]1)([OH:5])=[O:55]. The catalyst class is: 2. (6) Reactant: [C:1]([N:5]1[C:9]2=[N:10][C:11]([NH:14][C:15](=[O:23])[C:16]3[CH:21]=[CH:20][C:19]([CH3:22])=[CH:18][CH:17]=3)=[CH:12][CH:13]=[C:8]2[C:7]([C:24]([OH:26])=O)=[CH:6]1)([CH3:4])([CH3:3])[CH3:2].[CH2:27]([NH2:31])[CH:28]([CH3:30])[CH3:29].F[P-](F)(F)(F)(F)F.C[N+](C)=C(N(C)C)ON1C2N=CC=CC=2N=N1.C(N(CC)CC)C. Product: [CH2:27]([NH:31][C:24]([C:7]1[C:8]2[C:9](=[N:10][C:11]([NH:14][C:15](=[O:23])[C:16]3[CH:17]=[CH:18][C:19]([CH3:22])=[CH:20][CH:21]=3)=[CH:12][CH:13]=2)[N:5]([C:1]([CH3:4])([CH3:3])[CH3:2])[CH:6]=1)=[O:26])[CH:28]([CH3:30])[CH3:29]. The catalyst class is: 3.